From a dataset of NCI-60 drug combinations with 297,098 pairs across 59 cell lines. Regression. Given two drug SMILES strings and cell line genomic features, predict the synergy score measuring deviation from expected non-interaction effect. Drug 1: C1CN1P(=S)(N2CC2)N3CC3. Drug 2: C1C(C(OC1N2C=C(C(=O)NC2=O)F)CO)O. Cell line: SR. Synergy scores: CSS=75.1, Synergy_ZIP=-4.93, Synergy_Bliss=-5.67, Synergy_Loewe=-2.80, Synergy_HSA=-0.222.